Dataset: Full USPTO retrosynthesis dataset with 1.9M reactions from patents (1976-2016). Task: Predict the reactants needed to synthesize the given product. (1) Given the product [Br:1][C:2]1[CH:3]=[C:4]2[C:8](=[CH:9][C:10]=1[F:11])[NH:7][N:6]=[CH:5]2, predict the reactants needed to synthesize it. The reactants are: [Br:1][C:2]1[CH:3]=[C:4]2[C:8](=[CH:9][C:10]=1[F:11])[N:7](C(=O)C)[N:6]=[CH:5]2.Cl.[OH-].[Na+]. (2) Given the product [CH3:8][O:9][C:10]1[CH:19]=[C:18]([O:20][CH3:21])[CH:17]=[C:16]2[C:11]=1[C:12](=[O:35])[NH:13][C:14]([C:22]1[C:27]([NH:28][CH:29]3[CH2:34][CH2:33][N:32]([C:6]([NH2:5])=[O:7])[CH2:31][CH2:30]3)=[CH:26][CH:25]=[CH:24][N:23]=1)=[N:15]2, predict the reactants needed to synthesize it. The reactants are: C[Si]([N:5]=[C:6]=[O:7])(C)C.[CH3:8][O:9][C:10]1[CH:19]=[C:18]([O:20][CH3:21])[CH:17]=[C:16]2[C:11]=1[C:12](=[O:35])[NH:13][C:14]([C:22]1[C:27]([NH:28][CH:29]3[CH2:34][CH2:33][NH:32][CH2:31][CH2:30]3)=[CH:26][CH:25]=[CH:24][N:23]=1)=[N:15]2.C(N(CC)CC)C.